Dataset: Forward reaction prediction with 1.9M reactions from USPTO patents (1976-2016). Task: Predict the product of the given reaction. (1) Given the reactants [C:1]([OH:11])(=[O:10])[CH:2]=[CH:3][C:4]1[CH:9]=[CH:8][CH:7]=[CH:6][CH:5]=1.[C:12]([OH:21])(=[O:20])[C:13]1[C:14](=[CH:16][CH:17]=[CH:18][CH:19]=1)[OH:15].[OH-].[CH2:23]([P+:27]([CH2:36][CH2:37][CH2:38][CH3:39])([CH2:32][CH2:33][CH2:34][CH3:35])[CH2:28][CH2:29][CH2:30][CH3:31])[CH2:24][CH2:25][CH3:26], predict the reaction product. The product is: [C:12]([O-:21])(=[O:20])[C:13]1[C:14](=[CH:16][CH:17]=[CH:18][CH:19]=1)[OH:15].[CH2:36]([P+:27]([CH2:23][CH2:24][CH2:25][CH3:26])([CH2:28][CH2:29][CH2:30][CH3:31])[CH2:32][CH2:33][CH2:34][CH3:35])[CH2:37][CH2:38][CH3:39].[C:1]([OH:11])(=[O:10])[CH:2]=[CH:3][C:4]1[CH:5]=[CH:6][CH:7]=[CH:8][CH:9]=1. (2) Given the reactants C(=O)([O-])[O-].[Na+].[Na+].B1([C:16]2[CH:21]=[CH:20][CH:19]=[C:18]([O:22][C:23]([O:25][C:26]([CH3:29])([CH3:28])[CH3:27])=[O:24])[CH:17]=2)OC(C)(C)C(C)(C)O1.Br[C:31]1[CH:43]=[CH:42][C:34]([C:35]([O:37][C:38]([CH3:41])([CH3:40])[CH3:39])=[O:36])=[C:33]([NH:44][C:45]([C:47]2[CH:48]=[N:49][CH:50]=[C:51]([C:53]3[CH:58]=[CH:57][CH:56]=[CH:55][CH:54]=3)[CH:52]=2)=[O:46])[CH:32]=1.C(O)(=O)CC(CC(O)=O)(C(O)=O)O, predict the reaction product. The product is: [C:26]([O:25][C:23]([O:22][C:18]1[CH:17]=[C:16]([C:31]2[CH:43]=[CH:42][C:34]([C:35]([O:37][C:38]([CH3:40])([CH3:39])[CH3:41])=[O:36])=[C:33]([NH:44][C:45]([C:47]3[CH:48]=[N:49][CH:50]=[C:51]([C:53]4[CH:58]=[CH:57][CH:56]=[CH:55][CH:54]=4)[CH:52]=3)=[O:46])[CH:32]=2)[CH:21]=[CH:20][CH:19]=1)=[O:24])([CH3:27])([CH3:28])[CH3:29]. (3) The product is: [CH:34]1([NH:37][C:3](=[O:4])[CH:2]([OH:1])[CH:6]([NH:14][C:15](=[O:33])[C:16]2[CH:21]=[CH:20][CH:19]=[N:18][C:17]=2[C:22]2[N:23]=[C:24]([C:27]3[CH:28]=[CH:29][CH:30]=[CH:31][CH:32]=3)[S:25][CH:26]=2)[CH2:7][C:8]2[CH:13]=[CH:12][CH:11]=[CH:10][CH:9]=2)[CH2:36][CH2:35]1. Given the reactants [OH:1][CH:2]([CH:6]([NH:14][C:15](=[O:33])[C:16]1[CH:21]=[CH:20][CH:19]=[N:18][C:17]=1[C:22]1[N:23]=[C:24]([C:27]2[CH:32]=[CH:31][CH:30]=[CH:29][CH:28]=2)[S:25][CH:26]=1)[CH2:7][C:8]1[CH:13]=[CH:12][CH:11]=[CH:10][CH:9]=1)[C:3](O)=[O:4].[CH:34]1([NH2:37])[CH2:36][CH2:35]1.ClCCl.CCN(C(C)C)C(C)C, predict the reaction product. (4) Given the reactants Cl[C:2]1[S:3][C:4]2[CH:9]=[C:8]([C:10]3[CH:15]=[CH:14][C:13]([F:16])=[CH:12][CH:11]=3)[NH:7][C:5]=2[N:6]=1.[NH:17]1[CH2:22][CH2:21][O:20][CH2:19][CH2:18]1, predict the reaction product. The product is: [F:16][C:13]1[CH:14]=[CH:15][C:10]([C:8]2[NH:7][C:5]3[N:6]=[C:2]([N:17]4[CH2:22][CH2:21][O:20][CH2:19][CH2:18]4)[S:3][C:4]=3[CH:9]=2)=[CH:11][CH:12]=1. (5) Given the reactants CCOC(/N=N/C(OCC)=O)=O.C(O[CH2:17][C:18]1[N:23]([CH2:24][C:25]2[CH:30]=[CH:29][CH:28]=[C:27]([C:31]([F:34])([F:33])[F:32])[C:26]=2[CH3:35])[C:22]2[N:36]=[C:37]([N:39]3[CH2:44][CH2:43][O:42][CH2:41][CH2:40]3)[S:38][C:21]=2[C:20](=[O:45])[N:19]=1)(=O)C.[C:46]1(=[O:56])[C:54]2[C:49](=[CH:50][CH:51]=[CH:52][CH:53]=2)[C:48](=[O:55])[NH:47]1.C1(P(C2C=CC=CC=2)C2C=CC=CC=2)C=CC=CC=1, predict the reaction product. The product is: [CH3:35][C:26]1[C:27]([C:31]([F:32])([F:33])[F:34])=[CH:28][CH:29]=[CH:30][C:25]=1[CH2:24][N:23]1[C:22]2[N:36]=[C:37]([N:39]3[CH2:40][CH2:41][O:42][CH2:43][CH2:44]3)[S:38][C:21]=2[C:20](=[O:45])[N:19]=[C:18]1[CH2:17][N:47]1[C:48](=[O:55])[C:49]2[C:54](=[CH:53][CH:52]=[CH:51][CH:50]=2)[C:46]1=[O:56]. (6) Given the reactants [CH3:1][S:2]([C:5]1[N:10]=[CH:9][C:8]([NH2:11])=[CH:7][CH:6]=1)(=[O:4])=[O:3].[Br:12]Br.[OH-].[Na+], predict the reaction product. The product is: [Br:12][C:9]1[C:8]([NH2:11])=[CH:7][CH:6]=[C:5]([S:2]([CH3:1])(=[O:4])=[O:3])[N:10]=1. (7) Given the reactants [Br:1][C:2]1[CH:10]=[C:9]2[C:5]([C:6]([CH:11]=O)=[N:7][NH:8]2)=[CH:4][CH:3]=1.C(O)(=O)C.[CH3:17][NH:18][CH3:19].C(O[BH-](OC(=O)C)OC(=O)C)(=O)C.[Na+], predict the reaction product. The product is: [Br:1][C:2]1[CH:10]=[C:9]2[C:5]([C:6]([CH2:11][N:18]([CH3:19])[CH3:17])=[N:7][NH:8]2)=[CH:4][CH:3]=1. (8) Given the reactants FC(F)(F)C(O)=O.[CH3:8][N:9]([C@@H:19]1[C@H:24]([CH3:25])[CH2:23][CH2:22][NH:21][CH2:20]1)[C:10]1[C:11]2[CH:18]=[CH:17][NH:16][C:12]=2[N:13]=[CH:14][N:15]=1.[C:26]([CH2:28][C:29]([OH:31])=O)#[N:27].C([N:35](C(C)C)CC)(C)C.F[P-](F)(F)(F)(F)F.N1(OC(N(C)C)=[N+](C)C)C2N=CC=CC=2N=N1, predict the reaction product. The product is: [NH2:35][C:14]1[N:15]=[C:10]([N:9]([CH3:8])[C@@H:19]2[C@H:24]([CH3:25])[CH2:23][CH2:22][N:21]([C:29](=[O:31])[CH2:28][C:26]#[N:27])[CH2:20]2)[C:11]2[CH:18]=[CH:17][NH:16][C:12]=2[N:13]=1. (9) Given the reactants [F:1][C:2]([F:19])([F:18])[C:3]([NH:5][CH:6]([C:10]1[CH:15]=[CH:14][CH:13]=[C:12]([O:16][CH3:17])[CH:11]=1)[CH2:7][CH2:8][OH:9])=[O:4].[Li][CH2:21][CH2:22][CH2:23]C.CN1C(=O)N(C)CCC1.C(Br)C=C, predict the reaction product. The product is: [CH2:23]([O:9][CH2:8][CH2:7][CH:6]([NH:5][C:3](=[O:4])[C:2]([F:18])([F:19])[F:1])[C:10]1[CH:15]=[CH:14][CH:13]=[C:12]([O:16][CH3:17])[CH:11]=1)[CH:22]=[CH2:21]. (10) Given the reactants [O:1]([C:8]1[CH:30]=[CH:29][C:11]([C:12]([NH:14][C:15]2[CH:16]=[C:17]([P:21](=[O:28])([O:25][CH2:26][CH3:27])[O:22][CH2:23][CH3:24])[CH:18]=[CH:19][CH:20]=2)=[O:13])=[CH:10][CH:9]=1)[C:2]1[CH:7]=[CH:6][CH:5]=[CH:4][CH:3]=1.[H-].[Na+].Br[CH2:34][C:35]1[CH:40]=[CH:39][C:38]([CH:41]2[CH2:46][CH2:45][CH2:44][CH2:43][CH2:42]2)=[CH:37][CH:36]=1, predict the reaction product. The product is: [CH:41]1([C:38]2[CH:39]=[CH:40][C:35]([CH2:34][N:14]([C:15]3[CH:16]=[C:17]([P:21](=[O:28])([O:22][CH2:23][CH3:24])[O:25][CH2:26][CH3:27])[CH:18]=[CH:19][CH:20]=3)[C:12](=[O:13])[C:11]3[CH:29]=[CH:30][C:8]([O:1][C:2]4[CH:3]=[CH:4][CH:5]=[CH:6][CH:7]=4)=[CH:9][CH:10]=3)=[CH:36][CH:37]=2)[CH2:42][CH2:43][CH2:44][CH2:45][CH2:46]1.